This data is from Forward reaction prediction with 1.9M reactions from USPTO patents (1976-2016). The task is: Predict the product of the given reaction. Given the reactants [C-:1]#[N:2].[K+].[Br:4][C:5]1[CH:10]=[CH:9][C:8]([CH2:11]Br)=[CH:7][C:6]=1[OH:13], predict the reaction product. The product is: [Br:4][C:5]1[CH:10]=[CH:9][C:8]([CH2:11][C:1]#[N:2])=[CH:7][C:6]=1[OH:13].